Dataset: Forward reaction prediction with 1.9M reactions from USPTO patents (1976-2016). Task: Predict the product of the given reaction. Given the reactants [F:1][C:2]1[CH:7]=[CH:6][CH:5]=[CH:4][C:3]=1[CH2:8][C:9]([NH:11][CH2:12][CH2:13][O:14][C:15]1[CH:20]=[CH:19][C:18]([CH:21]2[CH2:26][CH2:25][N:24]([C:27]([O:29][CH2:30][C:31]3[CH:36]=[CH:35][CH:34]=[CH:33][CH:32]=3)=[O:28])[CH2:23][CH:22]2[O:37][CH2:38][C:39]2[CH:40]=[CH:41][C:42]3[O:47][CH2:46][CH2:45][N:44]([CH2:48][CH2:49][CH2:50][O:51][CH3:52])[C:43]=3[CH:53]=2)=[CH:17][CH:16]=1)=O.B#B.O1CCCC1, predict the reaction product. The product is: [F:1][C:2]1[CH:7]=[CH:6][CH:5]=[CH:4][C:3]=1[CH2:8][CH2:9][NH:11][CH2:12][CH2:13][O:14][C:15]1[CH:16]=[CH:17][C:18]([CH:21]2[CH2:26][CH2:25][N:24]([C:27]([O:29][CH2:30][C:31]3[CH:36]=[CH:35][CH:34]=[CH:33][CH:32]=3)=[O:28])[CH2:23][CH:22]2[O:37][CH2:38][C:39]2[CH:40]=[CH:41][C:42]3[O:47][CH2:46][CH2:45][N:44]([CH2:48][CH2:49][CH2:50][O:51][CH3:52])[C:43]=3[CH:53]=2)=[CH:19][CH:20]=1.